From a dataset of Catalyst prediction with 721,799 reactions and 888 catalyst types from USPTO. Predict which catalyst facilitates the given reaction. (1) Product: [Cl:1][C:2]1[C:11]2[N:10]=[C:9]([NH:12][CH2:13][C:14]3[CH:19]=[CH:18][C:17]([O:20][CH3:21])=[CH:16][C:15]=3[O:22][CH3:23])[N:8]3[N:24]=[C:25]([CH2:27][CH:28]=[O:29])[N:26]=[C:7]3[C:6]=2[CH:5]=[CH:4][CH:3]=1. Reactant: [Cl:1][C:2]1[C:11]2[N:10]=[C:9]([NH:12][CH2:13][C:14]3[CH:19]=[CH:18][C:17]([O:20][CH3:21])=[CH:16][C:15]=3[O:22][CH3:23])[N:8]3[N:24]=[C:25]([CH2:27][CH:28](OC)[O:29]C)[N:26]=[C:7]3[C:6]=2[CH:5]=[CH:4][CH:3]=1.CC1C=CC(S(O)(=O)=O)=CC=1. The catalyst class is: 95. (2) Reactant: [CH3:1][C:2]1[CH:7]=[CH:6][C:5]([C:8]2[N:13]=[CH:12][N:11]=[C:10]([N:14]([CH2:19][C:20]3[CH:25]=[CH:24][C:23]([S:26][C:27]([CH3:36])([CH3:35])[C:28]([O:30]C(C)(C)C)=[O:29])=[CH:22][CH:21]=3)[CH2:15][CH2:16][O:17][CH3:18])[CH:9]=2)=[CH:4][CH:3]=1.Cl. Product: [CH3:18][O:17][CH2:16][CH2:15][N:14]([CH2:19][C:20]1[CH:21]=[CH:22][C:23]([S:26][C:27]([CH3:36])([CH3:35])[C:28]([OH:30])=[O:29])=[CH:24][CH:25]=1)[C:10]1[CH:9]=[C:8]([C:5]2[CH:4]=[CH:3][C:2]([CH3:1])=[CH:7][CH:6]=2)[N:13]=[CH:12][N:11]=1. The catalyst class is: 12. (3) Reactant: [Cl:1][C:2]1[N:3]=[C:4]([Cl:11])[C:5]2[CH:10]=[CH:9][NH:8][C:6]=2[N:7]=1.[H-].[Na+].[CH3:14]I. Product: [Cl:1][C:2]1[N:3]=[C:4]([Cl:11])[C:5]2[CH:10]=[CH:9][N:8]([CH3:14])[C:6]=2[N:7]=1. The catalyst class is: 1. (4) Reactant: [Cl:1][C:2]1[CH:7]=[CH:6][C:5]([CH:8](O)[C:9]2[CH:10]=[N:11][N:12]([CH:19]3[CH2:21][CH2:20]3)[C:13]=2[C:14]([O:16][CH2:17][CH3:18])=[O:15])=[CH:4][CH:3]=1.[NH2:23][C:24]1[CH:25]=[C:26]([CH3:32])[C:27](=[O:31])[N:28]([CH3:30])[CH:29]=1. Product: [Cl:1][C:2]1[CH:7]=[CH:6][C:5]([CH:8]([NH:23][C:24]2[CH:25]=[C:26]([CH3:32])[C:27](=[O:31])[N:28]([CH3:30])[CH:29]=2)[C:9]2[CH:10]=[N:11][N:12]([CH:19]3[CH2:21][CH2:20]3)[C:13]=2[C:14]([O:16][CH2:17][CH3:18])=[O:15])=[CH:4][CH:3]=1. The catalyst class is: 25. (5) Product: [OH:5][C:4]([C:6]([F:16])([F:17])[CH:7]([O:10][C:11](=[O:15])[C:12]([CH3:14])=[CH2:13])[CH2:8][CH3:9])=[O:3]. The catalyst class is: 6. Reactant: C([O:3][C:4]([C:6]([F:17])([F:16])[CH:7]([O:10][C:11](=[O:15])[C:12]([CH3:14])=[CH2:13])[CH2:8][CH3:9])=[O:5])C.[OH-].[Na+].